This data is from Catalyst prediction with 721,799 reactions and 888 catalyst types from USPTO. The task is: Predict which catalyst facilitates the given reaction. (1) Reactant: Br[C:2]1[CH:3]=[C:4]2[C:9](=[CH:10][CH:11]=1)[N:8]=[C:7](C)[CH:6]=[C:5]2Cl.C(N1CCC(O)CC1)C1C=CC=CC=1.[H-].[Na+].O. Product: [N:8]1[C:9]2[C:4](=[CH:3][CH:2]=[CH:11][CH:10]=2)[CH:5]=[CH:6][CH:7]=1. The catalyst class is: 3. (2) Reactant: [CH2:1]([O:8][CH:9]1[CH:14]([O:15][CH2:16][C:17]2[CH:22]=[CH:21][CH:20]=[CH:19][CH:18]=2)[CH:13]([O:23][CH2:24][C:25]2[CH:30]=[CH:29][CH:28]=[CH:27][CH:26]=2)[CH:12]([CH2:31][O:32][CH2:33][C:34]2[CH:39]=[CH:38][CH:37]=[CH:36][CH:35]=2)[S:11][C:10]1([C:41]1[CH:46]=[C:45]([CH2:47][C:48]2[CH:57]=[CH:56][C:51]3[O:52][CH2:53][CH2:54][O:55][C:50]=3[CH:49]=2)[C:44]([CH3:58])=[CH:43][C:42]=1[O:59][CH2:60][C:61]1[CH:66]=[CH:65][CH:64]=[CH:63][CH:62]=1)O)[C:2]1[CH:7]=[CH:6][CH:5]=[CH:4][CH:3]=1.C([SiH](CC)CC)C.B(F)(F)F.CCOCC.C(=O)(O)[O-].[Na+]. Product: [CH2:60]([O:59][C:42]1[C:41]([C@H:10]2[C@H:9]([O:8][CH2:1][C:2]3[CH:7]=[CH:6][CH:5]=[CH:4][CH:3]=3)[C@@H:14]([O:15][CH2:16][C:17]3[CH:18]=[CH:19][CH:20]=[CH:21][CH:22]=3)[C@H:13]([O:23][CH2:24][C:25]3[CH:26]=[CH:27][CH:28]=[CH:29][CH:30]=3)[C@@H:12]([CH2:31][O:32][CH2:33][C:34]3[CH:35]=[CH:36][CH:37]=[CH:38][CH:39]=3)[S:11]2)=[CH:46][C:45]([CH2:47][C:48]2[CH:57]=[CH:56][C:51]3[O:52][CH2:53][CH2:54][O:55][C:50]=3[CH:49]=2)=[C:44]([CH3:58])[CH:43]=1)[C:61]1[CH:66]=[CH:65][CH:64]=[CH:63][CH:62]=1. The catalyst class is: 245. (3) Reactant: [C:1]1([C:14]2[CH:19]=[CH:18][CH:17]=[CH:16][CH:15]=2)[CH:6]=[CH:5][C:4]([NH:7][C:8](=[O:13])[CH2:9][C:10]([OH:12])=O)=[CH:3][CH:2]=1.CCN(C(C)C)C(C)C.C1C=CC2N(O)N=NC=2C=1.CCN=C=NCCCN(C)C.Cl.Cl.Cl.[C:53]([C:57]1[CH:62]=[CH:61][CH:60]=[CH:59][C:58]=1[NH:63][CH:64]1[CH2:69][CH2:68][NH:67][CH2:66][CH2:65]1)([CH3:56])([CH3:55])[CH3:54]. Product: [C:1]1([C:14]2[CH:19]=[CH:18][CH:17]=[CH:16][CH:15]=2)[CH:2]=[CH:3][C:4]([NH:7][C:8](=[O:13])[CH2:9][C:10]([N:67]2[CH2:68][CH2:69][CH:64]([NH:63][C:58]3[CH:59]=[CH:60][CH:61]=[CH:62][C:57]=3[C:53]([CH3:56])([CH3:55])[CH3:54])[CH2:65][CH2:66]2)=[O:12])=[CH:5][CH:6]=1. The catalyst class is: 18. (4) Reactant: [CH:1]1([O:6][C:7]2[C:43]([CH3:44])=[CH:42][C:10]3[N:11]=[C:12]4[C:17]([N:18]([CH2:19][CH2:20][N:21]([CH2:29][C:30]5[CH:35]=[CH:34][CH:33]=[CH:32][C:31]=5[C:36]([F:39])([F:38])[F:37])C(=O)OC(C)(C)C)[C:9]=3[CH:8]=2)=[N:16][C:15](=[O:40])[NH:14][C:13]4=[O:41])[CH2:5][CH2:4][CH2:3][CH2:2]1.[C:45]([OH:51])([C:47]([F:50])([F:49])[F:48])=[O:46]. Product: [F:48][C:47]([F:50])([F:49])[C:45]([OH:51])=[O:46].[CH:1]1([O:6][C:7]2[C:43]([CH3:44])=[CH:42][C:10]3[N:11]=[C:12]4[C:17]([N:18]([CH2:19][CH2:20][NH:21][CH2:29][C:30]5[CH:35]=[CH:34][CH:33]=[CH:32][C:31]=5[C:36]([F:38])([F:39])[F:37])[C:9]=3[CH:8]=2)=[N:16][C:15](=[O:40])[NH:14][C:13]4=[O:41])[CH2:5][CH2:4][CH2:3][CH2:2]1. The catalyst class is: 2.